From a dataset of Forward reaction prediction with 1.9M reactions from USPTO patents (1976-2016). Predict the product of the given reaction. (1) The product is: [N:6]1[C:5]2[CH:7]=[CH:8][CH:9]=[CH:10][C:4]=2[NH:3][C:2]=1[NH:21][C@@H:11]1[C:20]2[C:15](=[CH:16][CH:17]=[CH:18][CH:19]=2)[CH2:14][CH2:13][CH2:12]1.[ClH:1]. Given the reactants [Cl:1][C:2]1[NH:3][C:4]2[CH:10]=[CH:9][CH:8]=[CH:7][C:5]=2[N:6]=1.[C@@H:11]1([NH2:21])[C:20]2[C:15](=[CH:16][CH:17]=[CH:18][CH:19]=2)[CH2:14][CH2:13][CH2:12]1, predict the reaction product. (2) Given the reactants Br[C:2]1[N:3]=[C:4]2[C:10]([C:11](=[O:16])[C:12]([CH3:15])([CH3:14])[CH3:13])=[CH:9][NH:8][C:5]2=[N:6][CH:7]=1.[OH:17][CH2:18][CH2:19][C:20]1[CH:21]=[C:22](B(O)O)[CH:23]=[CH:24][CH:25]=1, predict the reaction product. The product is: [OH:17][CH2:18][CH2:19][C:20]1[CH:25]=[C:24]([C:2]2[N:3]=[C:4]3[C:10]([C:11](=[O:16])[C:12]([CH3:15])([CH3:14])[CH3:13])=[CH:9][NH:8][C:5]3=[N:6][CH:7]=2)[CH:23]=[CH:22][CH:21]=1. (3) Given the reactants [CH2:1]([O:8][C:9]1[CH:10]=[C:11]2[C:15](=[CH:16][CH:17]=1)[NH:14][CH:13]=[CH:12]2)[C:2]1[CH:7]=[CH:6][CH:5]=[CH:4][CH:3]=1.[CH3:18][C:19]([O-])([CH3:21])[CH3:20].[K+].[F:24]C1C=C(C=CC=1)CBr.[CH2:33]1[CH2:37]OC[CH2:34]1, predict the reaction product. The product is: [F:24][C:18]1[CH:37]=[CH:33][CH:34]=[CH:21][C:19]=1[CH2:20][N:14]1[C:15]2[C:11](=[CH:10][C:9]([O:8][CH2:1][C:2]3[CH:3]=[CH:4][CH:5]=[CH:6][CH:7]=3)=[CH:17][CH:16]=2)[CH:12]=[CH:13]1. (4) Given the reactants [Cl:1][C:2]1[CH:3]=[C:4]([CH2:14][C:15]2[O:19][C:18]([C:20](O)=[O:21])=[CH:17][CH:16]=2)[C:5]2[O:9][C:8]([CH:10]([CH3:12])[CH3:11])=[CH:7][C:6]=2[CH:13]=1.[NH2:23][C:24]1[CH:25]=[C:26]([CH:31]=[CH:32][C:33]=1[NH2:34])[C:27]([O:29][CH3:30])=[O:28].Cl.CN(C)CCCN=C=NCC.O.ON1C2C=CC=CC=2N=N1, predict the reaction product. The product is: [NH2:34][C:33]1[CH:32]=[CH:31][C:26]([C:27]([O:29][CH3:30])=[O:28])=[CH:25][C:24]=1[NH:23][C:20]([C:18]1[O:19][C:15]([CH2:14][C:4]2[C:5]3[O:9][C:8]([CH:10]([CH3:11])[CH3:12])=[CH:7][C:6]=3[CH:13]=[C:2]([Cl:1])[CH:3]=2)=[CH:16][CH:17]=1)=[O:21]. (5) The product is: [CH2:1]([N:3]([CH:27]1[CH2:32][CH2:31][N:30]([CH2:33][CH3:34])[CH2:29][CH2:28]1)[C:4]1[C:19]2[CH2:18][CH:17]=[CH:16][CH2:15][CH2:14][C:13]3[CH:20]=[C:21]([CH3:25])[NH:22][C:23](=[O:24])[C:12]=3[CH2:11][NH:10][C:9](=[O:26])[C:8]=2[CH:7]=[CH:6][CH:5]=1)[CH3:2]. Given the reactants [CH2:1]([N:3]([CH:27]1[CH2:32][CH2:31][NH:30][CH2:29][CH2:28]1)[C:4]1[C:19]2[CH2:18][CH:17]=[CH:16][CH2:15][CH2:14][C:13]3[CH:20]=[C:21]([CH3:25])[NH:22][C:23](=[O:24])[C:12]=3[CH2:11][NH:10][C:9](=[O:26])[C:8]=2[CH:7]=[CH:6][CH:5]=1)[CH3:2].[CH:33](=O)[CH3:34].CC(O)=O.[BH3-]C#N.[Na+], predict the reaction product. (6) Given the reactants [Cl:1][C:2]1[N:3]=[C:4]2[C:9](=[CH:10][CH:11]=1)[N:8]=[CH:7][C:6]([C:12](=[O:14])[CH3:13])=[C:5]2[NH:15][CH:16]1[CH2:21][CH2:20][CH:19]([CH2:22][N:23]([CH3:25])[CH3:24])[CH2:18][CH2:17]1.[F:26][C:27]1[CH:32]=[C:31](B2OC(C)(C)C(C)(C)O2)[CH:30]=[C:29]([F:42])[C:28]=1[OH:43].C1(N)C(F)=C(F)C(F)=C(N)C=1F.[ClH:56].Cl, predict the reaction product. The product is: [ClH:1].[ClH:56].[F:26][C:27]1[CH:32]=[C:31]([C:2]2[N:3]=[C:4]3[C:9](=[CH:10][CH:11]=2)[N:8]=[CH:7][C:6]([C:12](=[O:14])[CH3:13])=[C:5]3[NH:15][C@H:16]2[CH2:21][CH2:20][C@H:19]([CH2:22][N:23]([CH3:25])[CH3:24])[CH2:18][CH2:17]2)[CH:30]=[C:29]([F:42])[C:28]=1[OH:43]. (7) The product is: [Cl:28][CH2:27][CH:3]1[CH2:2][N:12]2[C:13]3[C:9]([C:10]([S:14]([C:17]4[C:26]5[C:21](=[CH:22][CH:23]=[CH:24][CH:25]=5)[CH:20]=[CH:19][CH:18]=4)(=[O:15])=[O:16])=[N:11]2)=[CH:8][CH:7]=[CH:6][C:5]=3[O:4]1. Given the reactants Cl[CH2:2][CH:3]([CH2:27][Cl:28])[O:4][C:5]1[CH:6]=[CH:7][CH:8]=[C:9]2[C:13]=1[NH:12][N:11]=[C:10]2[S:14]([C:17]1[C:26]2[C:21](=[CH:22][CH:23]=[CH:24][CH:25]=2)[CH:20]=[CH:19][CH:18]=1)(=[O:16])=[O:15].C(N(CC)CC)C, predict the reaction product. (8) Given the reactants C([SiH2][O:6][C:7](C)(C)[C:8]1[CH:38]=[CH:37][C:11]2[N:12]=[C:13]([NH:15][C:16](=[O:36])[CH:17]([C:26]3[CH:31]=[CH:30][C:29]([S:32]([CH3:35])(=[O:34])=[O:33])=[CH:28][CH:27]=3)[CH2:18][C:19]3[CH:24]=[CH:23][C:22]([F:25])=[CH:21][CH:20]=3)[O:14][C:10]=2[CH:9]=1)(C)(C)C.CCCC[N+](CCCC)(CCCC)CCCC.[F-], predict the reaction product. The product is: [F:25][C:22]1[CH:23]=[CH:24][C:19]([CH2:18][CH:17]([C:26]2[CH:27]=[CH:28][C:29]([S:32]([CH3:35])(=[O:33])=[O:34])=[CH:30][CH:31]=2)[C:16]([NH:15][C:13]2[O:14][C:10]3[CH:9]=[C:8]([CH2:7][OH:6])[CH:38]=[CH:37][C:11]=3[N:12]=2)=[O:36])=[CH:20][CH:21]=1. (9) Given the reactants C([O-])([O-])=O.C([O-])([O-])=O.O.O.O.[K+].[K+].[K+].[K+].C([O:19][CH2:20][CH:21]=[CH:22][CH:23]([CH3:35])[CH2:24][CH2:25][CH2:26][CH:27]([CH3:34])[CH2:28][CH2:29][CH2:30][CH:31]([CH3:33])[CH3:32])(=O)C.C1COCC1, predict the reaction product. The product is: [CH3:35][CH:23]([CH2:24][CH2:25][CH2:26][CH:27]([CH3:34])[CH2:28][CH2:29][CH2:30][CH:31]([CH3:33])[CH3:32])[CH:22]=[CH:21][CH2:20][OH:19].